This data is from Catalyst prediction with 721,799 reactions and 888 catalyst types from USPTO. The task is: Predict which catalyst facilitates the given reaction. (1) Reactant: Br[C:2]1[CH:3]=[C:4]([Cl:23])[C:5]([CH2:8][CH2:9][NH:10][C:11](=[O:22])[C:12]2[CH:17]=[CH:16][CH:15]=[CH:14][C:13]=2[C:18]([F:21])([F:20])[F:19])=[N:6][CH:7]=1.[Cl:24][C:25]1[CH:30]=[CH:29][C:28](B(O)O)=[CH:27][CH:26]=1.C(=O)([O-])[O-].[Cs+].[Cs+]. Product: [Cl:23][C:4]1[C:5]([CH2:8][CH2:9][NH:10][C:11](=[O:22])[C:12]2[CH:17]=[CH:16][CH:15]=[CH:14][C:13]=2[C:18]([F:21])([F:20])[F:19])=[N:6][CH:7]=[C:2]([C:28]2[CH:29]=[CH:30][C:25]([Cl:24])=[CH:26][CH:27]=2)[CH:3]=1. The catalyst class is: 38. (2) Product: [C:40]([C@@H:39]([NH:38][C:35]([C@@H:30]1[CH2:29][N:28]([C:26]([O:25][C:21]([CH3:22])([CH3:23])[CH3:24])=[O:27])[CH2:34][CH2:33][CH2:32][O:31]1)=[O:37])[CH2:42][C:43]1[CH:44]=[CH:45][C:46]([C:49]2[CH:50]=[CH:51][C:52]3[O:56][C:55](=[O:57])[N:54]([CH3:58])[C:53]=3[CH:59]=2)=[CH:47][CH:48]=1)#[N:41]. Reactant: Cl.CN(C)CCCN=C=NCC.[N+]1([O-])C(O)=CC=CC=1.[C:21]([O:25][C:26]([N:28]1[CH2:34][CH2:33][CH2:32][O:31][C@H:30]([C:35]([OH:37])=O)[CH2:29]1)=[O:27])([CH3:24])([CH3:23])[CH3:22].[NH2:38][C@@H:39]([CH2:42][C:43]1[CH:48]=[CH:47][C:46]([C:49]2[CH:50]=[CH:51][C:52]3[O:56][C:55](=[O:57])[N:54]([CH3:58])[C:53]=3[CH:59]=2)=[CH:45][CH:44]=1)[C:40]#[N:41].CCN(C(C)C)C(C)C. The catalyst class is: 2.